This data is from Forward reaction prediction with 1.9M reactions from USPTO patents (1976-2016). The task is: Predict the product of the given reaction. (1) The product is: [C:1]1([N:7]2[C:12](=[O:13])[N:11]([CH2:27][CH2:26][CH2:25][CH3:17])[C:10](=[O:14])[C:9]([C:15]#[N:16])=[N:8]2)[CH:2]=[CH:3][CH:4]=[CH:5][CH:6]=1. Given the reactants [C:1]1([N:7]2[C:12](=[O:13])[NH:11][C:10](=[O:14])[C:9]([C:15]#[N:16])=[N:8]2)[CH:6]=[CH:5][CH:4]=[CH:3][CH:2]=1.[CH3:17]N(C=O)C.[H-].[Na+].Br[CH2:25][CH:26]=[CH2:27], predict the reaction product. (2) Given the reactants [F:1][C:2]1[CH:11]=[CH:10][C:5]2[NH:6][C:7](=O)[NH:8][C:4]=2[CH:3]=1.P(Cl)(Cl)([Cl:14])=O, predict the reaction product. The product is: [Cl:14][C:7]1[NH:6][C:5]2[CH:10]=[CH:11][C:2]([F:1])=[CH:3][C:4]=2[N:8]=1. (3) Given the reactants [C:1]([Cl:4])(Cl)=[O:2].[CH3:5][C:6]1([CH3:18])[CH2:11][CH:10]([N:12]2[CH2:16][CH2:15][NH:14][C:13]2=[O:17])[CH2:9][CH2:8][O:7]1.N1C=CC=CC=1, predict the reaction product. The product is: [CH3:5][C:6]1([CH3:18])[CH2:11][CH:10]([N:12]2[CH2:16][CH2:15][N:14]([C:1]([Cl:4])=[O:2])[C:13]2=[O:17])[CH2:9][CH2:8][O:7]1. (4) Given the reactants [C:1]([C:3]1[CH:8]=[CH:7][C:6]([C:9]2[N:13]3[CH:14]=[C:15]([C:18]4[CH:26]=[CH:25][C:21]([C:22](O)=[O:23])=[CH:20][CH:19]=4)[CH:16]=[CH:17][C:12]3=[N:11][CH:10]=2)=[CH:5][CH:4]=1)#[N:2].CN(C(ON1N=NC2C=CC=NC1=2)=[N+](C)C)C.F[P-](F)(F)(F)(F)F.CN1CCOCC1.[CH3:58][N:59]1[CH2:65][CH2:64][CH2:63][NH:62][CH2:61][CH2:60]1, predict the reaction product. The product is: [CH3:58][N:59]1[CH2:65][CH2:64][CH2:63][N:62]([C:22]([C:21]2[CH:20]=[CH:19][C:18]([C:15]3[CH:16]=[CH:17][C:12]4[N:13]([C:9]([C:6]5[CH:7]=[CH:8][C:3]([C:1]#[N:2])=[CH:4][CH:5]=5)=[CH:10][N:11]=4)[CH:14]=3)=[CH:26][CH:25]=2)=[O:23])[CH2:61][CH2:60]1. (5) Given the reactants [CH2:1]([O:5][C:6]([C:8]1[N:9]=[C:10](Cl)[C:11]2[C:16]([C:17]=1[OH:18])=[CH:15][C:14]([O:19][C:20]1[CH:25]=[CH:24][C:23]([N+:26]([O-])=O)=[CH:22][CH:21]=1)=[CH:13][CH:12]=2)=[O:7])[CH2:2][CH2:3][CH3:4].C([O-])(=O)C.[Na+], predict the reaction product. The product is: [CH2:1]([O:5][C:6]([C:8]1[N:9]=[CH:10][C:11]2[C:16]([C:17]=1[OH:18])=[CH:15][C:14]([O:19][C:20]1[CH:21]=[CH:22][C:23]([NH2:26])=[CH:24][CH:25]=1)=[CH:13][CH:12]=2)=[O:7])[CH2:2][CH2:3][CH3:4]. (6) Given the reactants [N+:1]([C:4]1[CH:8]=[CH:7][NH:6][N:5]=1)([O-])=O.[CH3:9][C:10]1([CH3:17])[O:14][CH:13]([CH2:15]O)[CH2:12][O:11]1, predict the reaction product. The product is: [CH3:9][C:10]1([CH3:17])[O:14][CH:13]([CH2:15][N:6]2[CH:7]=[CH:8][C:4]([NH2:1])=[N:5]2)[CH2:12][O:11]1. (7) Given the reactants [CH3:1][O:2][C:3]1[CH:4]=[C:5]2[C:10](=[CH:11][C:12]=1[O:13][CH2:14][CH2:15][CH2:16][N:17]1[CH2:22][CH2:21][O:20][CH2:19][CH2:18]1)[N:9]=[CH:8][CH:7]=[C:6]2[O:23][C:24]1[CH:25]=[C:26]2[C:31](=[CH:32][CH:33]=1)[CH:30]=[C:29]([NH2:34])[CH:28]=[CH:27]2.CCN(CC)CC.[CH2:42]([N:44]=[C:45]=[O:46])[CH3:43], predict the reaction product. The product is: [CH2:42]([NH:44][C:45]([NH:34][C:29]1[CH:28]=[CH:27][C:26]2[C:31](=[CH:32][CH:33]=[C:24]([O:23][C:6]3[C:5]4[C:10](=[CH:11][C:12]([O:13][CH2:14][CH2:15][CH2:16][N:17]5[CH2:22][CH2:21][O:20][CH2:19][CH2:18]5)=[C:3]([O:2][CH3:1])[CH:4]=4)[N:9]=[CH:8][CH:7]=3)[CH:25]=2)[CH:30]=1)=[O:46])[CH3:43]. (8) Given the reactants Cl[C:2]1[CH:3]=[CH:4][C:5]2[NH:10][C:9](=[O:11])[CH2:8][N:7]([C:12]([NH:14][CH:15]([C:18]3[CH:23]=[CH:22][C:21]([O:24][C:25]([F:28])([F:27])[F:26])=[CH:20][CH:19]=3)[CH2:16][CH3:17])=[O:13])[C:6]=2[N:29]=1.[CH:30](B1OC(C)(C)C(C)(C)O1)=[CH2:31].COCCOC.C(=O)([O-])[O-].[Cs+].[Cs+], predict the reaction product. The product is: [O:11]=[C:9]1[CH2:8][N:7]([C:12]([NH:14][CH:15]([C:18]2[CH:23]=[CH:22][C:21]([O:24][C:25]([F:28])([F:27])[F:26])=[CH:20][CH:19]=2)[CH2:16][CH3:17])=[O:13])[C:6]2[N:29]=[C:2]([CH:30]=[CH2:31])[CH:3]=[CH:4][C:5]=2[NH:10]1. (9) Given the reactants [OH:1][C:2]1([C:9]2[N:14]=[CH:13][CH:12]=[CH:11][N:10]=2)[CH2:7][CH2:6][C:5](=O)[CH2:4][CH2:3]1.[CH:15]([C@:18]1([C:24]([N:26]2[CH2:35][CH2:34][C:33]3[C:28](=[CH:29][C:30]([C:36]([F:39])([F:38])[F:37])=[CH:31][CH:32]=3)[CH2:27]2)=[O:25])[CH2:22][CH2:21][C@@H:20]([NH2:23])[CH2:19]1)([CH3:17])[CH3:16].C(O[BH-](OC(=O)C)OC(=O)C)(=O)C.[Na+], predict the reaction product. The product is: [CH:15]([C@:18]1([C:24]([N:26]2[CH2:35][CH2:34][C:33]3[C:28](=[CH:29][C:30]([C:36]([F:39])([F:37])[F:38])=[CH:31][CH:32]=3)[CH2:27]2)=[O:25])[CH2:22][CH2:21][C@@H:20]([NH:23][CH:5]2[CH2:6][CH2:7][C:2]([C:9]3[N:14]=[CH:13][CH:12]=[CH:11][N:10]=3)([OH:1])[CH2:3][CH2:4]2)[CH2:19]1)([CH3:17])[CH3:16]. (10) Given the reactants [O:1]=[C:2]1[N:6]([CH2:7][CH2:8][CH2:9][CH2:10][NH:11]C(=O)OCC2C=CC=CC=2)[C:5](=[O:22])[NH:4][NH:3]1, predict the reaction product. The product is: [NH2:11][CH2:10][CH2:9][CH2:8][CH2:7][N:6]1[C:2](=[O:1])[NH:3][NH:4][C:5]1=[O:22].